From a dataset of Reaction yield outcomes from USPTO patents with 853,638 reactions. Predict the reaction yield, written as a fraction of the theoretical maximum amount of product (1.0 means a 100% yield; for example, 0.34 means a 34% yield). (1) The reactants are [CH:1]1([CH2:4][O:5][NH2:6])[CH2:3][CH2:2]1.C([O:9][C:10]([C:12]1[C:17]([NH:18][C:19]2[CH:24]=[CH:23][C:22]([CH3:25])=[CH:21][C:20]=2[F:26])=[C:16]([CH3:27])[C:15](=[O:28])[N:14]([CH3:29])[C:13]=1[CH3:30])=O)C.C[Si]([N-][Si](C)(C)C)(C)C.[Li+]. The catalyst is C1COCC1. The product is [CH:1]1([CH2:4][O:5][NH:6][C:10]([C:12]2[C:17]([NH:18][C:19]3[CH:24]=[CH:23][C:22]([CH3:25])=[CH:21][C:20]=3[F:26])=[C:16]([CH3:27])[C:15](=[O:28])[N:14]([CH3:29])[C:13]=2[CH3:30])=[O:9])[CH2:3][CH2:2]1. The yield is 0.400. (2) The reactants are [F:1][C:2]1([F:27])[CH2:7][CH2:6][CH:5]([CH2:8][C:9]2[N:13]3[C:14]([CH3:20])=[CH:15][C:16]([C:18]#N)=[CH:17][C:12]3=[N:11][C:10]=2[C:21]([O:24][CH2:25][CH3:26])([CH3:23])[CH3:22])[CH2:4][CH2:3]1.[OH2:28].[OH-:29].[Li+].Cl. The catalyst is C(O)C. The yield is 0.890. The product is [F:27][C:2]1([F:1])[CH2:3][CH2:4][CH:5]([CH2:8][C:9]2[N:13]3[C:14]([CH3:20])=[CH:15][C:16]([C:18]([OH:29])=[O:28])=[CH:17][C:12]3=[N:11][C:10]=2[C:21]([O:24][CH2:25][CH3:26])([CH3:22])[CH3:23])[CH2:6][CH2:7]1. (3) The reactants are [NH2:1][C:2]1[CH:3]=[N:4][CH:5]=[CH:6][CH:7]=1.CC(C)([O-])C.[Na+].[Br:14][C:15]1[CH:20]=[CH:19][C:18](Br)=[CH:17][CH:16]=1. The catalyst is C1(C)C=CC=CC=1.C(OCC)(=O)C.C1C=CC(/C=C/C(/C=C/C2C=CC=CC=2)=O)=CC=1.C1C=CC(/C=C/C(/C=C/C2C=CC=CC=2)=O)=CC=1.C1C=CC(/C=C/C(/C=C/C2C=CC=CC=2)=O)=CC=1.[Pd].[Pd]. The product is [N:4]1[CH:5]=[CH:6][CH:7]=[C:2]([NH:1][C:18]2[CH:19]=[CH:20][C:15]([Br:14])=[CH:16][CH:17]=2)[CH:3]=1. The yield is 0.500. (4) The reactants are C([O:3][C:4](=[O:16])[CH2:5][N:6]1[CH2:15][CH2:14][C:13]2[C:8](=[CH:9][CH:10]=[CH:11][CH:12]=2)[CH2:7]1)C.[OH-].[Na+].Cl. The catalyst is CO. The product is [CH2:7]1[C:8]2[C:13](=[CH:12][CH:11]=[CH:10][CH:9]=2)[CH2:14][CH2:15][N:6]1[CH2:5][C:4]([OH:16])=[O:3]. The yield is 0.980. (5) The reactants are [C:1]([O:5][C:6]([N:8]([CH3:41])[CH:9]([C:32]([CH3:40])([C:34]1[CH:39]=[CH:38][CH:37]=[CH:36][CH:35]=1)[CH3:33])[C:10]([NH:12][CH:13]([C:28]([CH3:31])([CH3:30])[CH3:29])[C:14]([N:16]([CH3:27])[C@@H:17]([CH2:24][CH:25]=[CH2:26])/[CH:18]=[C:19](\[CH3:23])/[C:20]([OH:22])=[O:21])=[O:15])=[O:11])=[O:7])([CH3:4])([CH3:3])[CH3:2].O.[OH-].[Li+]. The catalyst is CO. The product is [C:1]([O:5][C:6]([N:8]([CH3:41])[C@H:9]([C:10]([NH:12][C@H:13]([C:14]([N:16]([CH:17]([CH2:24][CH:25]=[CH2:26])/[CH:18]=[C:19](/[C:20]([OH:22])=[O:21])\[CH3:23])[CH3:27])=[O:15])[C:28]([CH3:31])([CH3:29])[CH3:30])=[O:11])[C:32]([CH3:33])([CH3:40])[C:34]1[CH:35]=[CH:36][CH:37]=[CH:38][CH:39]=1)=[O:7])([CH3:2])([CH3:3])[CH3:4]. The yield is 0.750. (6) The reactants are [F:1][C:2]1[C:3]([NH:18][C:19]2[CH:24]=[CH:23][C:22]([I:25])=[CH:21][C:20]=2[F:26])=[C:4]([CH:12]=[C:13]([CH:16]=[O:17])[C:14]=1[F:15])[C:5]([NH:7][O:8][CH2:9][CH2:10][OH:11])=[O:6].[CH3:27][S:28]([CH:31](O)[CH3:32])(=[O:30])=[O:29].C([SiH](CC)CC)C. The catalyst is C(Cl)Cl.FC(F)(F)S([O-])(=O)=O.[Cu+2].FC(F)(F)S([O-])(=O)=O. The yield is 0.210. The product is [F:1][C:2]1[C:3]([NH:18][C:19]2[CH:24]=[CH:23][C:22]([I:25])=[CH:21][C:20]=2[F:26])=[C:4]([CH:12]=[C:13]([CH2:16][O:17][CH2:32][CH2:31][S:28]([CH3:27])(=[O:30])=[O:29])[C:14]=1[F:15])[C:5]([NH:7][O:8][CH2:9][CH2:10][OH:11])=[O:6]. (7) The reactants are [NH2:1][C:2]1[N:7]=[C:6]([Cl:8])[C:5]([CH2:9][C:10](OCC)=[O:11])=[C:4]([NH:15][CH2:16][C:17]2[C:22]([CH3:23])=[C:21]([O:24][CH3:25])[C:20]([CH3:26])=[CH:19][N:18]=2)[N:3]=1. The catalyst is CCCCO. The product is [NH2:1][C:2]1[N:7]=[C:6]([Cl:8])[C:5]2[CH2:9][C:10](=[O:11])[N:15]([CH2:16][C:17]3[C:22]([CH3:23])=[C:21]([O:24][CH3:25])[C:20]([CH3:26])=[CH:19][N:18]=3)[C:4]=2[N:3]=1. The yield is 0.760. (8) The reactants are [NH:1]1[CH2:6][CH2:5][O:4][CH2:3][CH2:2]1.FC(F)(F)S([O-])(=O)=O.[N:15]1([S:20](N2C=C[N+](C)=C2)(=[O:22])=[O:21])[CH:19]=[CH:18][N:17]=[CH:16]1. The catalyst is C(#N)C. The product is [N:15]1([S:20]([N:1]2[CH2:6][CH2:5][O:4][CH2:3][CH2:2]2)(=[O:22])=[O:21])[CH:19]=[CH:18][N:17]=[CH:16]1. The yield is 0.480. (9) The reactants are Cl.[CH2:2]([C:4]1[S:24][C:7]2[N:8]=[C:9]([S:18][CH2:19][C:20]([O:22][CH3:23])=[O:21])[N:10]=[C:11]([N:12]3[CH2:17][CH2:16][NH:15][CH2:14][CH2:13]3)[C:6]=2[CH:5]=1)[CH3:3].C(N(C(C)C)CC)(C)C.[C:34]([C:36]1[CH:44]=[CH:43][C:39]([C:40](Cl)=[O:41])=[CH:38][CH:37]=1)#[N:35]. The catalyst is CN(C=O)C. The product is [C:34]([C:36]1[CH:44]=[CH:43][C:39]([C:40]([N:15]2[CH2:16][CH2:17][N:12]([C:11]3[C:6]4[CH:5]=[C:4]([CH2:2][CH3:3])[S:24][C:7]=4[N:8]=[C:9]([S:18][CH2:19][C:20]([O:22][CH3:23])=[O:21])[N:10]=3)[CH2:13][CH2:14]2)=[O:41])=[CH:38][CH:37]=1)#[N:35]. The yield is 0.600. (10) The reactants are [C:1]([C:3]1[CH:8]=[CH:7][C:6]([C:9]2[N:13]3[CH:14]=[C:15]([C:18]4[CH:28]=[CH:27][C:21]([C:22]([O:24]CC)=[O:23])=[CH:20][CH:19]=4)[CH:16]=[CH:17][C:12]3=[N:11][CH:10]=2)=[CH:5][CH:4]=1)#[N:2].[Li+].[OH-]. The catalyst is C1COCC1.O.CO. The product is [C:1]([C:3]1[CH:4]=[CH:5][C:6]([C:9]2[N:13]3[CH:14]=[C:15]([C:18]4[CH:28]=[CH:27][C:21]([C:22]([OH:24])=[O:23])=[CH:20][CH:19]=4)[CH:16]=[CH:17][C:12]3=[N:11][CH:10]=2)=[CH:7][CH:8]=1)#[N:2]. The yield is 0.370.